From a dataset of Forward reaction prediction with 1.9M reactions from USPTO patents (1976-2016). Predict the product of the given reaction. (1) Given the reactants [Si:1]([O:8][CH2:9][C:10]1[CH:15]=[C:14]([C:16]([F:19])([F:18])[F:17])[CH:13]=[CH:12][C:11]=1[CH:20]([CH:22]1[CH2:26][CH2:25][CH2:24][CH2:23]1)[OH:21])([C:4]([CH3:7])([CH3:6])[CH3:5])([CH3:3])[CH3:2].[H-].[Na+].[CH3:29]I, predict the reaction product. The product is: [CH:22]1([CH:20]([O:21][CH3:29])[C:11]2[CH:12]=[CH:13][C:14]([C:16]([F:18])([F:19])[F:17])=[CH:15][C:10]=2[CH2:9][O:8][Si:1]([C:4]([CH3:7])([CH3:6])[CH3:5])([CH3:3])[CH3:2])[CH2:23][CH2:24][CH2:25][CH2:26]1. (2) Given the reactants [Cl:1][C:2]1[CH:15]=[CH:14][C:5]([C:6]([N:8]([CH3:13])[CH2:9][C:10]([OH:12])=[O:11])=O)=[CH:4][CH:3]=1.P12(SP3(SP(SP(S3)(S1)=S)(=S)S2)=S)=[S:17], predict the reaction product. The product is: [Cl:1][C:2]1[CH:15]=[CH:14][C:5]([C:6]([N:8]([CH3:13])[CH2:9][C:10]([OH:12])=[O:11])=[S:17])=[CH:4][CH:3]=1. (3) Given the reactants [CH3:1][N:2]1[C:7]2([CH2:12][CH2:11][N:10]([C:13]3[CH:18]=[CH:17][C:16]([N+:19]([O-])=O)=[CH:15][CH:14]=3)[CH2:9][CH2:8]2)[CH2:6][CH2:5][CH2:4][CH2:3]1.C(O)C, predict the reaction product. The product is: [CH3:1][N:2]1[C:7]2([CH2:8][CH2:9][N:10]([C:13]3[CH:14]=[CH:15][C:16]([NH2:19])=[CH:17][CH:18]=3)[CH2:11][CH2:12]2)[CH2:6][CH2:5][CH2:4][CH2:3]1. (4) Given the reactants [K].[C:2]1([S:8]([C:11]2[CH:16]=[CH:15][C:14]([N:17]3[S:21](=[O:23])(=[O:22])[NH:20][C:19](=[O:24])[CH2:18]3)=[C:13]([O:25]CC3C=CC=CC=3)[CH:12]=2)(=[O:10])=[O:9])[CH:7]=[CH:6][CH:5]=[CH:4][CH:3]=1.B(Br)(Br)Br, predict the reaction product. The product is: [C:2]1([S:8]([C:11]2[CH:16]=[CH:15][C:14]([N:17]3[S:21](=[O:23])(=[O:22])[NH:20][C:19](=[O:24])[CH2:18]3)=[C:13]([OH:25])[CH:12]=2)(=[O:9])=[O:10])[CH:3]=[CH:4][CH:5]=[CH:6][CH:7]=1. (5) Given the reactants [Cl:1][C:2]1[C:11]2[C:6](=[CH:7][C:8]([F:13])=[CH:9][C:10]=2[F:12])[N:5]=[C:4]([N:14]2[CH2:19][CH2:18][N:17](C(OC(C)(C)C)=O)[CH2:16][CH2:15]2)[C:3]=1[CH3:27].[C:28]([OH:34])([C:30]([F:33])([F:32])[F:31])=[O:29], predict the reaction product. The product is: [F:31][C:30]([F:33])([F:32])[C:28]([OH:34])=[O:29].[Cl:1][C:2]1[C:11]2[C:6](=[CH:7][C:8]([F:13])=[CH:9][C:10]=2[F:12])[N:5]=[C:4]([N:14]2[CH2:19][CH2:18][NH:17][CH2:16][CH2:15]2)[C:3]=1[CH3:27].